Dataset: Forward reaction prediction with 1.9M reactions from USPTO patents (1976-2016). Task: Predict the product of the given reaction. (1) Given the reactants [Cl:1][C:2]1[CH:7]=[CH:6][CH:5]=[CH:4][C:3]=1[CH:8]([O:10][C:11](=[O:34])[NH:12][C:13]1[C:14]([CH3:33])=[N:15][O:16][C:17]=1[C:18]1[CH:23]=[CH:22][C:21](B2OC(C)(C)C(C)(C)O2)=[CH:20][CH:19]=1)[CH3:9].Br[C:36]1[S:37][CH:38]=[C:39]([C:41]([O:43][CH2:44][CH3:45])=[O:42])[N:40]=1.C(=O)([O-])[O-].[K+].[K+], predict the reaction product. The product is: [CH2:44]([O:43][C:41]([C:39]1[N:40]=[C:36]([C:21]2[CH:20]=[CH:19][C:18]([C:17]3[O:16][N:15]=[C:14]([CH3:33])[C:13]=3[NH:12][C:11]([O:10][CH:8]([C:3]3[CH:4]=[CH:5][CH:6]=[CH:7][C:2]=3[Cl:1])[CH3:9])=[O:34])=[CH:23][CH:22]=2)[S:37][CH:38]=1)=[O:42])[CH3:45]. (2) Given the reactants CS(N)(=O)=O.[N:6]1([S:10]([NH2:13])(=[O:12])=[O:11])[CH2:9][CH2:8][CH2:7]1.[C:14]12([CH2:21][O:22][C:23]3[C:31]([CH:32]4[CH2:34][CH2:33]4)=[CH:30][C:26]([C:27](O)=[O:28])=[C:25]([F:35])[CH:24]=3)[CH2:20][CH:19]1[CH2:18][CH2:17][CH2:16][CH2:15]2, predict the reaction product. The product is: [N:6]1([S:10]([NH:13][C:27](=[O:28])[C:26]2[CH:30]=[C:31]([CH:32]3[CH2:33][CH2:34]3)[C:23]([O:22][CH2:21][C:14]34[CH2:20][CH:19]3[CH2:18][CH2:17][CH2:16][CH2:15]4)=[CH:24][C:25]=2[F:35])(=[O:12])=[O:11])[CH2:9][CH2:8][CH2:7]1. (3) Given the reactants [NH2:1][C:2]1[C:7]([CH3:8])=[CH:6][C:5]([CH:9]([CH:11]2[CH2:13][CH2:12]2)O)=[CH:4][C:3]=1[CH3:14].FC(F)(F)C(O)=O.C([SiH](CC)CC)C.[Cl:29]CCl, predict the reaction product. The product is: [ClH:29].[CH:11]1([CH2:9][C:5]2[CH:4]=[C:3]([CH3:14])[C:2]([NH2:1])=[C:7]([CH3:8])[CH:6]=2)[CH2:12][CH2:13]1. (4) Given the reactants [CH3:1][N:2]1[C:6]([CH3:7])=[CH:5][C:4]([C:8]([OH:10])=O)=[C:3]1[CH3:11].CN(C)C=O.C(Cl)(=O)C(Cl)=O.[NH2:23][C:24]1[CH:25]=[C:26]([CH:43]=[CH:44][C:45]=1[CH3:46])[O:27][C:28]1[CH:29]=[CH:30][C:31]2[N:32]([CH:34]=[C:35]([NH:37][C:38]([CH:40]3[CH2:42][CH2:41]3)=[O:39])[N:36]=2)[N:33]=1.C(N(CC)CC)C, predict the reaction product. The product is: [CH:40]1([C:38]([NH:37][C:35]2[N:36]=[C:31]3[CH:30]=[CH:29][C:28]([O:27][C:26]4[CH:43]=[CH:44][C:45]([CH3:46])=[C:24]([NH:23][C:8]([C:4]5[CH:5]=[C:6]([CH3:7])[N:2]([CH3:1])[C:3]=5[CH3:11])=[O:10])[CH:25]=4)=[N:33][N:32]3[CH:34]=2)=[O:39])[CH2:41][CH2:42]1.